From a dataset of Full USPTO retrosynthesis dataset with 1.9M reactions from patents (1976-2016). Predict the reactants needed to synthesize the given product. Given the product [CH2:12]([C:14]1[CH:15]=[C:16]([CH3:26])[C:17]([N:20]2[CH2:21][CH2:22][N:23]([C:6]([C:5]3[CH:4]=[N:3][C:2]([F:1])=[C:10]([CH3:11])[CH:9]=3)=[O:8])[CH2:24][CH2:25]2)=[N:18][CH:19]=1)[CH3:13], predict the reactants needed to synthesize it. The reactants are: [F:1][C:2]1[C:10]([CH3:11])=[CH:9][C:5]([C:6]([OH:8])=O)=[CH:4][N:3]=1.[CH2:12]([C:14]1[CH:15]=[C:16]([CH3:26])[C:17]([N:20]2[CH2:25][CH2:24][NH:23][CH2:22][CH2:21]2)=[N:18][CH:19]=1)[CH3:13].